The task is: Predict which catalyst facilitates the given reaction.. This data is from Catalyst prediction with 721,799 reactions and 888 catalyst types from USPTO. (1) Reactant: C([Li])CCC.Br[C:7]1[CH:12]=[CH:11][CH:10]=[CH:9][N:8]=1.[CH2:13]([C:15]1[O:19][C:18]([CH:20]=[O:21])=[CH:17][CH:16]=1)[CH3:14]. Product: [CH2:13]([C:15]1[O:19][C:18]([CH:20]([C:7]2[CH:12]=[CH:11][CH:10]=[CH:9][N:8]=2)[OH:21])=[CH:17][CH:16]=1)[CH3:14]. The catalyst class is: 1. (2) Reactant: [NH2:1][C:2]1[CH:9]=[CH:8][C:7](B2OC(C)(C)C(C)(C)O2)=[CH:6][C:3]=1[C:4]#[N:5].O.O.P([O-])([O-])([O-])=O.[K+].[K+].[K+].Br[C:30]1[N:35]=[C:34]2[N:36]([CH2:45][CH2:46][N:47]([CH3:49])[CH3:48])[N:37]=[C:38](C3C=CC=CC=3)[C:33]2=[C:32]([C:50]([F:53])([F:52])[F:51])[CH:31]=1.CO.O. Product: [NH2:1][C:2]1[CH:9]=[CH:8][C:7]([C:30]2[N:35]=[C:34]3[N:36]([CH2:45][CH2:46][N:47]([CH3:49])[CH3:48])[N:37]=[CH:38][C:33]3=[C:32]([C:50]([F:51])([F:52])[F:53])[CH:31]=2)=[CH:6][C:3]=1[C:4]#[N:5]. The catalyst class is: 108. (3) Reactant: [C:1]([O:5][C:6]([NH:8][C@H:9]1[CH2:13][CH2:12][C:11]([C:17]([OH:20])([CH3:19])[CH3:18])([C:14]([OH:16])=[O:15])[CH2:10]1)=[O:7])([CH3:4])([CH3:3])[CH3:2].F[C:22](F)(F)C1C=CN=C(N2CCNCC2)C=1.C(N(CC)CC)C.F[P-](F)(F)(F)(F)F.N1(O[P+](N(C)C)(N(C)C)N(C)C)C2C=CC=CC=2N=N1. Product: [C:1]([O:5][C:6]([NH:8][C@H:9]1[CH2:10][C@@:11]([C:17]([OH:20])([CH3:19])[CH3:18])([C:14]([O:16][CH3:22])=[O:15])[CH:12]=[CH:13]1)=[O:7])([CH3:4])([CH3:2])[CH3:3]. The catalyst class is: 2. (4) Reactant: [CH3:1][S:2](Cl)(=[O:4])=[O:3].[Cl:6][C:7]1[CH:8]=[C:9]([CH:30]=[CH:31][C:32]=1[F:33])[NH:10][C:11]1[C:20]2[C:15](=[CH:16][C:17]([O:28][CH3:29])=[CH:18][C:19]=2[O:21][CH:22]2[CH2:27][CH2:26][NH:25][CH2:24][CH2:23]2)[N:14]=[CH:13][N:12]=1.C(N(CC)CC)C. Product: [Cl:6][C:7]1[CH:8]=[C:9]([CH:30]=[CH:31][C:32]=1[F:33])[NH:10][C:11]1[C:20]2[C:15](=[CH:16][C:17]([O:28][CH3:29])=[CH:18][C:19]=2[O:21][CH:22]2[CH2:23][CH2:24][N:25]([S:2]([CH3:1])(=[O:4])=[O:3])[CH2:26][CH2:27]2)[N:14]=[CH:13][N:12]=1. The catalyst class is: 2.